Task: Predict which catalyst facilitates the given reaction.. Dataset: Catalyst prediction with 721,799 reactions and 888 catalyst types from USPTO (1) Reactant: C[O:2][C:3]([C:5]1[CH:6]=[C:7]([C:11]2[CH:16]=[C:15]([C:17]3[N:21]([CH2:22][CH2:23][CH2:24][O:25][CH3:26])[N:20]=[N:19][N:18]=3)[C:14]([O:27][CH2:28][C:29]3[CH:34]=[CH:33][CH:32]=[CH:31][CH:30]=3)=[CH:13][C:12]=2[O:35][CH2:36][C:37]2[CH:42]=[CH:41][CH:40]=[CH:39][CH:38]=2)[CH:8]=[CH:9][CH:10]=1)=[O:4].[Li+].[OH-].Cl. Product: [CH2:36]([O:35][C:12]1[CH:13]=[C:14]([O:27][CH2:28][C:29]2[CH:30]=[CH:31][CH:32]=[CH:33][CH:34]=2)[C:15]([C:17]2[N:21]([CH2:22][CH2:23][CH2:24][O:25][CH3:26])[N:20]=[N:19][N:18]=2)=[CH:16][C:11]=1[C:7]1[CH:8]=[CH:9][CH:10]=[C:5]([C:3]([OH:4])=[O:2])[CH:6]=1)[C:37]1[CH:38]=[CH:39][CH:40]=[CH:41][CH:42]=1. The catalyst class is: 20. (2) Reactant: F[C:2]1[CH:3]=[CH:4][C:5]([N+:12]([O-:14])=[O:13])=[C:6]([CH:11]=1)[C:7]([O:9][CH3:10])=[O:8].[CH3:15][NH:16][C:17]1[CH:22]=[CH:21][C:20]([OH:23])=[CH:19][CH:18]=1.C([O-])([O-])=O.[K+].[K+].C1OCCOCCOCCOCCOCCOC1. Product: [CH3:15][NH:16][C:17]1[CH:22]=[CH:21][C:20]([O:23][C:2]2[CH:3]=[CH:4][C:5]([N+:12]([O-:14])=[O:13])=[C:6]([CH:11]=2)[C:7]([O:9][CH3:10])=[O:8])=[CH:19][CH:18]=1. The catalyst class is: 3. (3) Reactant: O.[OH-].[Li+].C[O:5][C:6](=[O:37])[CH2:7][C:8]1[C:17]([CH3:18])=[C:16]([C:19]2[CH:24]=[CH:23][C:22]([S:25](=[O:35])(=[O:34])[NH:26][CH2:27][C:28]3[CH:33]=[CH:32][CH:31]=[CH:30][CH:29]=3)=[CH:21][CH:20]=2)[C:15]2[C:10](=[CH:11][CH:12]=[C:13]([Cl:36])[CH:14]=2)[CH:9]=1.C1COCC1.O. Product: [CH2:27]([NH:26][S:25]([C:22]1[CH:21]=[CH:20][C:19]([C:16]2[C:15]3[C:10](=[CH:11][CH:12]=[C:13]([Cl:36])[CH:14]=3)[CH:9]=[C:8]([CH2:7][C:6]([OH:37])=[O:5])[C:17]=2[CH3:18])=[CH:24][CH:23]=1)(=[O:35])=[O:34])[C:28]1[CH:33]=[CH:32][CH:31]=[CH:30][CH:29]=1. The catalyst class is: 81. (4) Reactant: [CH:1]([C:3]1[C:4]([O:14][CH2:15][C:16]2[CH:39]=[CH:38][C:19]([O:20][CH2:21][C:22]3[N:23]=[C:24]([C:28]4[S:32][C:31]([C:33]([O:35][CH2:36][CH3:37])=[O:34])=[CH:30][CH:29]=4)[O:25][C:26]=3[CH3:27])=[C:18]([O:40][CH3:41])[CH:17]=2)=[N:5][N:6]([C:8]2[CH:13]=[CH:12][CH:11]=[CH:10][CH:9]=2)[CH:7]=1)=O.[CH2:42]([P:51](=[O:58])([O:55][CH2:56][CH3:57])[O:52][CH2:53][CH3:54])P(=O)(OCC)OCC.CN(C)C=O.[H-].[Na+]. The catalyst class is: 6. Product: [CH2:56]([O:55][P:51](/[CH:42]=[CH:1]/[C:3]1[C:4]([O:14][CH2:15][C:16]2[CH:39]=[CH:38][C:19]([O:20][CH2:21][C:22]3[N:23]=[C:24]([C:28]4[S:32][C:31]([C:33]([O:35][CH2:36][CH3:37])=[O:34])=[CH:30][CH:29]=4)[O:25][C:26]=3[CH3:27])=[C:18]([O:40][CH3:41])[CH:17]=2)=[N:5][N:6]([C:8]2[CH:9]=[CH:10][CH:11]=[CH:12][CH:13]=2)[CH:7]=1)([O:52][CH2:53][CH3:54])=[O:58])[CH3:57]. (5) Reactant: [Cl:1][C:2]1[CH:3]=[CH:4][CH:5]=[C:6]2[C:10]=1[CH2:9][CH:8]=[CH:7]2.CS(C)=O.[Br:15]N1C(=O)CCC1=O. Product: [Br:15][C:8]1[CH2:9][C:10]2[C:6]([CH:7]=1)=[CH:5][CH:4]=[CH:3][C:2]=2[Cl:1]. The catalyst class is: 6. (6) Reactant: [OH:1][CH:2]1[CH2:6][CH2:5][NH:4][CH2:3]1.Cl.Br[C:9]1[CH:14]=[CH:13][NH+:12]=[CH:11][CH:10]=1.C(N(CC)CC)C. Product: [N:12]1[CH:13]=[CH:14][C:9]([N:4]2[CH2:5][CH2:6][CH:2]([OH:1])[CH2:3]2)=[CH:10][CH:11]=1. The catalyst class is: 8.